Task: Regression. Given two drug SMILES strings and cell line genomic features, predict the synergy score measuring deviation from expected non-interaction effect.. Dataset: NCI-60 drug combinations with 297,098 pairs across 59 cell lines (1) Drug 1: CCCCC(=O)OCC(=O)C1(CC(C2=C(C1)C(=C3C(=C2O)C(=O)C4=C(C3=O)C=CC=C4OC)O)OC5CC(C(C(O5)C)O)NC(=O)C(F)(F)F)O. Drug 2: CC12CCC3C(C1CCC2OP(=O)(O)O)CCC4=C3C=CC(=C4)OC(=O)N(CCCl)CCCl.[Na+]. Cell line: MDA-MB-231. Synergy scores: CSS=43.1, Synergy_ZIP=-0.481, Synergy_Bliss=0.987, Synergy_Loewe=-13.9, Synergy_HSA=3.13. (2) Drug 1: C1=NC2=C(N1)C(=S)N=C(N2)N. Drug 2: C1=CC=C(C=C1)NC(=O)CCCCCCC(=O)NO. Cell line: UO-31. Synergy scores: CSS=24.4, Synergy_ZIP=-1.23, Synergy_Bliss=-1.99, Synergy_Loewe=-6.51, Synergy_HSA=-1.06.